This data is from Full USPTO retrosynthesis dataset with 1.9M reactions from patents (1976-2016). The task is: Predict the reactants needed to synthesize the given product. (1) Given the product [ClH:39].[ClH:39].[CH2:17]1[C:18]2[C:13](=[CH:12][C:11]([NH:10][C:7]3[CH:6]=[C:5]([NH:28][CH2:29][C:30]4[C:35]([F:36])=[CH:34][CH:33]=[C:32]([F:37])[C:31]=4[F:38])[C:4]([C:1]([NH2:2])=[O:3])=[CH:9][N:8]=3)=[CH:20][CH:19]=2)[CH2:14][CH2:15][NH:16]1, predict the reactants needed to synthesize it. The reactants are: [C:1]([C:4]1[C:5]([NH:28][CH2:29][C:30]2[C:35]([F:36])=[CH:34][CH:33]=[C:32]([F:37])[C:31]=2[F:38])=[CH:6][C:7]([NH:10][C:11]2[CH:12]=[C:13]3[C:18](=[CH:19][CH:20]=2)[CH2:17][N:16](C(OC(C)(C)C)=O)[CH2:15][CH2:14]3)=[N:8][CH:9]=1)(=[O:3])[NH2:2].[ClH:39].CCOC(C)=O. (2) The reactants are: [CH2:1]([C:11]1[C:18]2[S:17][C:16]3[CH:19]=[CH:20][S:21][C:15]=3[C:14]=2[S:13][CH:12]=1)[CH2:2][CH2:3][CH2:4][CH2:5][CH2:6][CH2:7][CH2:8][CH2:9][CH3:10].[Br:22]N1C(=O)CCC1=O.O. Given the product [Br:22][C:12]1[S:13][C:14]2[C:15]3[S:21][CH:20]=[CH:19][C:16]=3[S:17][C:18]=2[C:11]=1[CH2:1][CH2:2][CH2:3][CH2:4][CH2:5][CH2:6][CH2:7][CH2:8][CH2:9][CH3:10], predict the reactants needed to synthesize it. (3) Given the product [I:12][C:2]1[CH:7]=[CH:6][N:5]=[C:4]2[NH:8][CH:9]=[CH:10][C:3]=12, predict the reactants needed to synthesize it. The reactants are: Cl[C:2]1[CH:7]=[CH:6][N:5]=[C:4]2[NH:8][CH:9]=[CH:10][C:3]=12.[Na+].[I-:12].C(Cl)(=O)C.[OH-].[Na+]. (4) Given the product [CH3:12][C:6]1([CH:5]=[CH:4][CH2:3][OH:2])[CH2:7][CH2:8][O:9][CH2:10][CH2:11]1, predict the reactants needed to synthesize it. The reactants are: C[O:2][C:3](=O)[CH:4]=[CH:5][C:6]1([CH3:12])[CH2:11][CH2:10][O:9][CH2:8][CH2:7]1.[H-].C([Al+]CC(C)C)C(C)C.C(C(C(C([O-])=O)O)O)([O-])=O.[K+].[Na+]. (5) The reactants are: [CH3:1][CH2:2][CH2:3][CH2:4][C:5]1[N:9]([CH2:10][C:11]2[CH:12]=[CH:13][C:14]([C:17]3[CH:18]=[CH:19][CH:20]=[CH:21][C:22]=3[C:23]3[N:27]=[N:26][NH:25][N:24]=3)=[CH:15][CH:16]=2)[C:8]([CH2:28][OH:29])=[C:7]([Cl:30])[N:6]=1.[N+:31]([O:34][CH2:35][CH2:36][CH2:37][C:38]([O:40][CH2:41][CH2:42][NH:43][C:44](OC1C=CC([N+]([O-])=O)=CC=1)=[O:45])=[O:39])([O-:33])=[O:32]. Given the product [N+:31]([O:34][CH2:35][CH2:36][CH2:37][C:38]([O:40][CH2:41][CH2:42][NH:43][C:44]([O:29][CH2:28][C:8]1[N:9]([CH2:10][C:11]2[CH:12]=[CH:13][C:14]([C:17]3[CH:18]=[CH:19][CH:20]=[CH:21][C:22]=3[C:23]3[NH:27][N:26]=[N:25][N:24]=3)=[CH:15][CH:16]=2)[C:5]([CH2:4][CH2:3][CH2:2][CH3:1])=[N:6][C:7]=1[Cl:30])=[O:45])=[O:39])([O-:33])=[O:32], predict the reactants needed to synthesize it. (6) Given the product [F:1][C:2]([F:7])([F:6])[C:3]([O-:5])=[O:4].[CH3:3][O:4][C:20]1[CH:13]=[CH:14][C:15]2[NH:16][CH2:17][CH2+:18]([CH3:22])[CH2:12][CH2:11][C:10]=2[CH:21]=1, predict the reactants needed to synthesize it. The reactants are: [F:1][C:2]([F:7])([F:6])[C:3]([OH:5])=[O:4].CO[C:10]1[CH:21]=[CH:20][C:13]2[CH2:14][CH2:15][N:16](C)[CH2:17][CH2:18][C:12]=2[CH:11]=1.[CH3:22]CCCCCC. (7) Given the product [C:18]([CH:15]1[N:14]([CH2:22][C:23]2[CH:28]=[CH:27][C:26]([F:29])=[C:25]([Cl:30])[CH:24]=2)[C:13](=[O:31])[C:12]([C:7]2[N:8]=[S:9]([CH3:11])(=[O:10])[C:4]3[CH:3]=[C:2]([NH:1][S:41]([CH3:40])(=[O:43])=[O:42])[CH:33]=[CH:32][C:5]=3[N:6]=2)=[C:16]1[OH:17])([CH3:21])([CH3:20])[CH3:19], predict the reactants needed to synthesize it. The reactants are: [NH2:1][C:2]1[CH:33]=[CH:32][C:5]2[N:6]=[C:7]([C:12]3[C:13](=[O:31])[N:14]([CH2:22][C:23]4[CH:28]=[CH:27][C:26]([F:29])=[C:25]([Cl:30])[CH:24]=4)[CH:15]([C:18]([CH3:21])([CH3:20])[CH3:19])[C:16]=3[OH:17])[N:8]=[S:9]([CH3:11])(=[O:10])[C:4]=2[CH:3]=1.N1C=CC=CC=1.[CH3:40][S:41](Cl)(=[O:43])=[O:42].